From a dataset of Forward reaction prediction with 1.9M reactions from USPTO patents (1976-2016). Predict the product of the given reaction. (1) Given the reactants [F:1][C:2]1[C:7]([F:8])=[CH:6][CH:5]=[CH:4][C:3]=1[C:9]1[N:35]=[C:12]2[CH:13]=[N:14][N:15]([CH2:17][C:18]3[N:23]=[N:22][C:21]([C:24]4[CH:29]=[CH:28][C:27]([OH:30])=[CH:26][C:25]=4[C:31]([F:34])([F:33])[F:32])=[CH:20][CH:19]=3)[CH:16]=[C:11]2[N:10]=1.Cl[CH2:37][C:38](=[O:40])[CH3:39], predict the reaction product. The product is: [F:1][C:2]1[C:7]([F:8])=[CH:6][CH:5]=[CH:4][C:3]=1[C:9]1[N:35]=[C:12]2[CH:13]=[N:14][N:15]([CH2:17][C:18]3[N:23]=[N:22][C:21]([C:24]4[CH:29]=[CH:28][C:27]([O:30][CH2:37][C:38](=[O:40])[CH3:39])=[CH:26][C:25]=4[C:31]([F:33])([F:34])[F:32])=[CH:20][CH:19]=3)[CH:16]=[C:11]2[N:10]=1. (2) Given the reactants [Cl:1][C:2]1[C:11]2[C:6](=[CH:7][C:8]([OH:14])=[C:9]([O:12][CH3:13])[CH:10]=2)[N:5]=[CH:4][N:3]=1.[N:15]1([CH2:21][CH2:22]O)[CH2:20][CH2:19][O:18][CH2:17][CH2:16]1, predict the reaction product. The product is: [Cl:1][C:2]1[C:11]2[C:6](=[CH:7][C:8]([O:14][CH2:22][CH2:21][N:15]3[CH2:20][CH2:19][O:18][CH2:17][CH2:16]3)=[C:9]([O:12][CH3:13])[CH:10]=2)[N:5]=[CH:4][N:3]=1.